Dataset: Full USPTO retrosynthesis dataset with 1.9M reactions from patents (1976-2016). Task: Predict the reactants needed to synthesize the given product. (1) Given the product [Si:19]([O:16][CH2:15][CH2:14][C@H:10]([NH:9][C:8]([N:7]([CH2:1][CH2:2][CH2:3][CH2:4][CH:5]=[CH2:6])[CH3:18])=[O:17])[C:11]([OH:13])=[O:12])([C:22]([CH3:25])([CH3:24])[CH3:23])([CH3:21])[CH3:20], predict the reactants needed to synthesize it. The reactants are: [CH2:1]([N:7]([CH3:18])[C:8](=[O:17])[NH:9][C@@H:10]([CH2:14][CH2:15][OH:16])[C:11]([OH:13])=[O:12])[CH2:2][CH2:3][CH2:4][CH:5]=[CH2:6].[Si:19](Cl)([C:22]([CH3:25])([CH3:24])[CH3:23])([CH3:21])[CH3:20]. (2) The reactants are: Br[C:2]1[CH:7]=[CH:6][C:5]([NH:8][C:9]2[N:10]=[C:11]([NH2:29])[C:12]3[CH:18]=[C:17]([C:19]4[C:24]([Cl:25])=[CH:23][CH:22]=[CH:21][C:20]=4[Cl:26])[C:16](=[O:27])[N:15]([CH3:28])[C:13]=3[N:14]=2)=[CH:4][CH:3]=1.[NH:30]1CCC[C@H]1C(O)=O.C(=O)([O-])[O-].[K+].[K+].N. Given the product [NH2:29][C:11]1[C:12]2[CH:18]=[C:17]([C:19]3[C:24]([Cl:25])=[CH:23][CH:22]=[CH:21][C:20]=3[Cl:26])[C:16](=[O:27])[N:15]([CH3:28])[C:13]=2[N:14]=[C:9]([NH:8][C:5]2[CH:6]=[CH:7][C:2]([NH2:30])=[CH:3][CH:4]=2)[N:10]=1, predict the reactants needed to synthesize it. (3) The reactants are: [CH2:1]([NH:3][C:4]([NH:6][C:7]1[N:12]=[CH:11][C:10]([C:13]2[C:14]([O:25][CH:26]3[CH2:31][CH2:30][N:29](C(OC(C)(C)C)=O)[CH2:28][CH2:27]3)=[N:15][CH:16]=[C:17]([C:19]3[O:20][C:21]([CH3:24])=[N:22][N:23]=3)[CH:18]=2)=[C:9]([C:39]2[S:40][CH:41]=[C:42]([C:44]([F:47])([F:46])[F:45])[N:43]=2)[CH:8]=1)=[O:5])[CH3:2].FC(F)(F)C(O)=O. Given the product [CH2:1]([NH:3][C:4]([NH:6][C:7]1[N:12]=[CH:11][C:10]([C:13]2[C:14]([O:25][CH:26]3[CH2:27][CH2:28][NH:29][CH2:30][CH2:31]3)=[N:15][CH:16]=[C:17]([C:19]3[O:20][C:21]([CH3:24])=[N:22][N:23]=3)[CH:18]=2)=[C:9]([C:39]2[S:40][CH:41]=[C:42]([C:44]([F:45])([F:46])[F:47])[N:43]=2)[CH:8]=1)=[O:5])[CH3:2], predict the reactants needed to synthesize it. (4) Given the product [NH2:27][C:6]1[CH:7]=[C:8]([CH:25]=[CH:26][C:5]=1[C:1]([CH3:4])([CH3:3])[CH3:2])[C:9]([NH:11][C:12]1[CH:13]=[N:14][C:15]([C:18]2[CH:23]=[CH:22][CH:21]=[CH:20][C:19]=2[F:24])=[CH:16][CH:17]=1)=[O:10], predict the reactants needed to synthesize it. The reactants are: [C:1]([C:5]1[CH:26]=[CH:25][C:8]([C:9]([NH:11][C:12]2[CH:13]=[N:14][C:15]([C:18]3[CH:23]=[CH:22][CH:21]=[CH:20][C:19]=3[F:24])=[CH:16][CH:17]=2)=[O:10])=[CH:7][C:6]=1[N+:27]([O-])=O)([CH3:4])([CH3:3])[CH3:2].C(=O)([O-])O.[Na+].